Task: Predict the reaction yield, written as a fraction of the theoretical maximum amount of product (1.0 means a 100% yield; for example, 0.34 means a 34% yield).. Dataset: Reaction yield outcomes from USPTO patents with 853,638 reactions (1) The reactants are Cl[C:2]1[C:3]([CH:8]2[CH2:11][N:10]([C:12]([C:14]3[N:18]([CH3:19])[C:17]4[CH:20]=[CH:21][CH:22]=[CH:23][C:16]=4[N:15]=3)=[O:13])[CH2:9]2)=[N:4][CH:5]=[CH:6][N:7]=1.[NH:24]1[CH2:29][CH2:28][CH2:27][CH2:26][CH2:25]1.C(N(CC)CC)C.CS(C)=O. The catalyst is O. The product is [CH3:19][N:18]1[C:17]2[CH:20]=[CH:21][CH:22]=[CH:23][C:16]=2[N:15]=[C:14]1[C:12]([N:10]1[CH2:11][CH:8]([C:3]2[C:2]([N:24]3[CH2:29][CH2:28][CH2:27][CH2:26][CH2:25]3)=[N:7][CH:6]=[CH:5][N:4]=2)[CH2:9]1)=[O:13]. The yield is 0.630. (2) The reactants are [OH:1][C:2]1[CH:3]=[C:4]([C:8]2[C:9]3[CH2:22][CH2:21][N:20]([C:23]4[CH:28]=[CH:27][N:26]=[CH:25][CH:24]=4)[C:10]=3[N:11]=[C:12]([N:14]3[CH2:19][CH2:18][O:17][CH2:16][CH2:15]3)[N:13]=2)[CH:5]=[CH:6][CH:7]=1.C(N(C(C)C)CC)(C)C.[CH2:38]([N:40]=[C:41]=[O:42])[CH3:39]. The catalyst is CN(C)C=O. The product is [CH2:38]([NH:40][C:41]([O:1][C:2]1[CH:3]=[C:4]([C:8]2[C:9]3[CH2:22][CH2:21][N:20]([C:23]4[CH:24]=[CH:25][N:26]=[CH:27][CH:28]=4)[C:10]=3[N:11]=[C:12]([N:14]3[CH2:19][CH2:18][O:17][CH2:16][CH2:15]3)[N:13]=2)[CH:5]=[CH:6][CH:7]=1)=[O:42])[CH3:39]. The yield is 0.550. (3) The reactants are Cl[C:2]1[C:11]2[C:6](=[CH:7][C:8]([O:14][CH2:15][CH2:16][CH2:17][N:18]3[CH2:22][CH2:21][CH2:20][CH2:19]3)=[C:9]([O:12][CH3:13])[CH:10]=2)[N:5]=[CH:4][N:3]=1.[OH:23][C:24]1[CH:33]=[C:32]2[C:27]([C:28]([CH3:35])=[CH:29][C:30]([CH3:34])=[N:31]2)=[CH:26][CH:25]=1.C(=O)([O-])[O-].[K+].[K+]. The catalyst is CN(C=O)C. The product is [CH3:34][C:30]1[CH:29]=[C:28]([CH3:35])[C:27]2[C:32](=[CH:33][C:24]([O:23][C:2]3[C:11]4[C:6](=[CH:7][C:8]([O:14][CH2:15][CH2:16][CH2:17][N:18]5[CH2:22][CH2:21][CH2:20][CH2:19]5)=[C:9]([O:12][CH3:13])[CH:10]=4)[N:5]=[CH:4][N:3]=3)=[CH:25][CH:26]=2)[N:31]=1. The yield is 0.350. (4) The reactants are [CH:1]1([N:7]=[C:8]=[O:9])[CH2:6][CH2:5][CH2:4][CH2:3][CH2:2]1.FC(F)(F)C([O-])=O.[CH2:17]([O:24][C:25]1[CH:30]=[C:29]([O:31][CH2:32][C:33]2[CH:38]=[CH:37][CH:36]=[CH:35][CH:34]=2)[CH:28]=[CH:27][C:26]=1[CH:39]1[CH2:43][CH2:42][NH2+:41][CH2:40]1)[C:18]1[CH:23]=[CH:22][CH:21]=[CH:20][CH:19]=1. The catalyst is O1CCCC1.C(N(CC)C(C)C)(C)C. The product is [CH:1]1([NH:7][C:8]([N:41]2[CH2:42][CH2:43][CH:39]([C:26]3[CH:27]=[CH:28][C:29]([O:31][CH2:32][C:33]4[CH:38]=[CH:37][CH:36]=[CH:35][CH:34]=4)=[CH:30][C:25]=3[O:24][CH2:17][C:18]3[CH:19]=[CH:20][CH:21]=[CH:22][CH:23]=3)[CH2:40]2)=[O:9])[CH2:6][CH2:5][CH2:4][CH2:3][CH2:2]1. The yield is 0.660. (5) The product is [F:1][C:2]1[CH:11]=[CH:10][C:5]([C:6]([O:8][CH3:9])=[O:7])=[CH:4][C:3]=1[O:12][CH2:14][C:15]1[CH:20]=[CH:19][C:18]([F:21])=[CH:17][CH:16]=1. The catalyst is O. The yield is 0.670. The reactants are [F:1][C:2]1[CH:11]=[CH:10][C:5]([C:6]([O:8][CH3:9])=[O:7])=[CH:4][C:3]=1[OH:12].Br[CH2:14][C:15]1[CH:20]=[CH:19][C:18]([F:21])=[CH:17][CH:16]=1.C([O-])([O-])=O.[K+].[K+].C(O)C. (6) The reactants are [C:1]([O:5][C:6](=[O:19])[NH:7][C@@H:8]1[CH2:17][CH2:16][C:15]2[C:10](=[CH:11][CH:12]=[C:13]([Br:18])[CH:14]=2)[CH2:9]1)([CH3:4])([CH3:3])[CH3:2].[H-].[Na+].[CH2:22](Br)[CH:23]=[CH2:24].O. The catalyst is CN(C)C=O. The product is [C:1]([O:5][C:6](=[O:19])[N:7]([CH2:24][CH:23]=[CH2:22])[C@@H:8]1[CH2:17][CH2:16][C:15]2[C:10](=[CH:11][CH:12]=[C:13]([Br:18])[CH:14]=2)[CH2:9]1)([CH3:4])([CH3:2])[CH3:3]. The yield is 0.660. (7) The product is [CH2:44]([N:51]1[CH2:11][C:6]2[C:7](=[CH:8][CH:9]=[C:4]([N+:1]([O-:3])=[O:2])[CH:5]=2)[CH2:10]1)[C:45]1[CH:50]=[CH:49][CH:48]=[CH:47][CH:46]=1. The catalyst is CC(C)=O.O.C(Cl)(Cl)(Cl)Cl. The reactants are [N+:1]([C:4]1[CH:5]=[C:6]([CH3:11])[C:7]([CH3:10])=[CH:8][CH:9]=1)([O-:3])=[O:2].C1C(=O)N(Br)C(=O)C1.C(OOC(=O)C1C=CC=CC=1)(=O)C1C=CC=CC=1.C([O-])([O-])=O.[Na+].[Na+].[CH2:44]([NH2:51])[C:45]1[CH:50]=[CH:49][CH:48]=[CH:47][CH:46]=1. The yield is 0.330. (8) The reactants are [CH:1]([C@H:14]1[O:19][CH2:18][C@@H:17]([NH2:20])[CH2:16][CH2:15]1)([C:8]1[CH:13]=[CH:12][CH:11]=[CH:10][CH:9]=1)[C:2]1[CH:7]=[CH:6][CH:5]=[CH:4][CH:3]=1.[Cl:21][C:22]1[CH:23]=[C:24]([CH:27]=[CH:28][C:29]=1[Cl:30])[CH:25]=O.C(O)(=O)C.[BH3-]C#N.[Na+]. The catalyst is ClCCCl.CO. The product is [CH:1]([C@H:14]1[O:19][CH2:18][C@@H:17]([NH:20][CH2:25][C:24]2[CH:27]=[CH:28][C:29]([Cl:30])=[C:22]([Cl:21])[CH:23]=2)[CH2:16][CH2:15]1)([C:8]1[CH:13]=[CH:12][CH:11]=[CH:10][CH:9]=1)[C:2]1[CH:3]=[CH:4][CH:5]=[CH:6][CH:7]=1. The yield is 0.750. (9) The reactants are [CH:1]1([N:5]2[CH2:10][CH2:9][N:8]([C:11]3[CH:21]=[CH:20][C:14]([C:15](OCC)=[O:16])=[CH:13][CH:12]=3)[CH2:7][CH2:6]2)[CH2:4][CH2:3][CH2:2]1.[NH2:22][C:23]1[N:27](C(OC(C)(C)C)=O)[N:26]=[C:25]([CH2:35][CH2:36][C:37]2[CH:42]=[C:41]([O:43][CH3:44])[CH:40]=[C:39]([O:45][CH3:46])[CH:38]=2)[CH:24]=1.C[Si]([N-][Si](C)(C)C)(C)C.[Na+]. The catalyst is C1COCC1. The product is [CH:1]1([N:5]2[CH2:6][CH2:7][N:8]([C:11]3[CH:21]=[CH:20][C:14]([C:15]([NH:22][C:23]4[CH:24]=[C:25]([CH2:35][CH2:36][C:37]5[CH:42]=[C:41]([O:43][CH3:44])[CH:40]=[C:39]([O:45][CH3:46])[CH:38]=5)[NH:26][N:27]=4)=[O:16])=[CH:13][CH:12]=3)[CH2:9][CH2:10]2)[CH2:2][CH2:3][CH2:4]1. The yield is 0.0600.